From a dataset of Reaction yield outcomes from USPTO patents with 853,638 reactions. Predict the reaction yield, written as a fraction of the theoretical maximum amount of product (1.0 means a 100% yield; for example, 0.34 means a 34% yield). The reactants are [CH:1]1[C:13]2[CH:12]([CH2:14][O:15][C:16]([NH:18][C@H:19]([C:25]([OH:27])=[O:26])[CH2:20][CH2:21][CH2:22][CH2:23][NH2:24])=[O:17])[C:11]3[C:6](=[CH:7][CH:8]=[CH:9][CH:10]=3)[C:5]=2[CH:4]=[CH:3][CH:2]=1.[Cl:28][C:29]1[CH:34]=[CH:33][C:32]([S:35](Cl)(=[O:37])=[O:36])=[CH:31][CH:30]=1. No catalyst specified. The product is [Cl:28][C:29]1[CH:34]=[CH:33][C:32]([S:35]([NH:24][CH2:23][CH2:22][CH2:21][CH2:20][C@@H:19]([C:25]([OH:27])=[O:26])[NH:18][C:16]([O:15][CH2:14][CH:12]2[C:11]3[CH:10]=[CH:9][CH:8]=[CH:7][C:6]=3[C:5]3[C:13]2=[CH:1][CH:2]=[CH:3][CH:4]=3)=[O:17])(=[O:37])=[O:36])=[CH:31][CH:30]=1. The yield is 0.370.